This data is from Catalyst prediction with 721,799 reactions and 888 catalyst types from USPTO. The task is: Predict which catalyst facilitates the given reaction. (1) Reactant: C([O:8][C@H:9]1[C@H:15]([O:16][C:17](=[O:25])[CH:18]([CH2:22][CH2:23][CH3:24])[CH2:19][CH2:20][CH3:21])[C@@H:14]([CH2:26][O:27]CC2C=CC=CC=2)[O:13][CH:11]([OH:12])[CH2:10]1)C1C=CC=CC=1.[H][H]. Product: [C:17]([O:16][C@@H:15]1[C@@H:14]([CH2:26][OH:27])[O:13][CH:11]([OH:12])[CH2:10][C@H:9]1[OH:8])(=[O:25])[CH:18]([CH2:19][CH2:20][CH3:21])[CH2:22][CH2:23][CH3:24]. The catalyst class is: 50. (2) Reactant: [Cl:1][C:2]1[C:3]([CH3:22])=[C:4]([N:8]2[C:12](=[O:13])[CH2:11][N:10]([C:14](=[O:21])[CH2:15][NH:16][CH2:17][CH2:18][O:19][CH3:20])[CH2:9]2)[CH:5]=[CH:6][CH:7]=1.[C:23]([C:25]1[CH:26]=[C:27]([CH:31]=[CH:32][CH:33]=1)[C:28](Cl)=[O:29])#N. Product: [Cl:1][C:2]1[C:3]([CH3:22])=[C:4]([N:8]2[C:12](=[O:13])[CH2:11][N:10]([C:14](=[O:21])[CH2:15][N:16]([CH2:17][CH2:18][O:19][CH3:20])[C:28](=[O:29])[C:27]3[CH:31]=[CH:32][CH:33]=[C:25]([CH3:23])[CH:26]=3)[CH2:9]2)[CH:5]=[CH:6][CH:7]=1. The catalyst class is: 37. (3) Reactant: C([O:5][C:6](=[O:16])[C@H:7]([CH3:15])[CH2:8][C:9]([NH:11][CH2:12][CH:13]=[CH2:14])=[O:10])(C)(C)C.C([SiH](CC)CC)C.C(O)(C(F)(F)F)=O. Product: [CH2:12]([NH:11][C:9](=[O:10])[CH2:8][C@@H:7]([CH3:15])[C:6]([OH:16])=[O:5])[CH:13]=[CH2:14]. The catalyst class is: 2. (4) Reactant: FC(F)(F)S([O:6][Si:7]([CH3:10])([CH3:9])[CH3:8])(=O)=O.[C:13]([O:17][C:18]([N:20]1[CH2:25][CH2:24][C:23](=O)[CH:22]([CH3:27])[CH2:21]1)=[O:19])([CH3:16])([CH3:15])[CH3:14].C(N(CC)CC)C. Product: [C:13]([O:17][C:18]([N:20]1[CH2:25][CH2:24][C:23]([O:6][Si:7]([CH3:10])([CH3:9])[CH3:8])=[C:22]([CH3:27])[CH2:21]1)=[O:19])([CH3:16])([CH3:14])[CH3:15]. The catalyst class is: 11. (5) Reactant: CC(C)(C)C([NH:5][C:6]1[CH:7]=[N:8][C:9]([N:19]2[CH2:24][CH2:23][N:22]([CH3:25])[CH2:21][CH2:20]2)=[CH:10][C:11]=1[C:12]1[CH:17]=[CH:16][CH:15]=[CH:14][C:13]=1[CH3:18])=O. Product: [CH3:25][N:22]1[CH2:21][CH2:20][N:19]([C:9]2[N:8]=[CH:7][C:6]([NH2:5])=[C:11]([C:12]3[CH:17]=[CH:16][CH:15]=[CH:14][C:13]=3[CH3:18])[CH:10]=2)[CH2:24][CH2:23]1. The catalyst class is: 33. (6) Reactant: [F:1][C:2]1[CH:3]=[C:4]([CH:6]=[C:7]([F:15])[C:8]=1[N:9]1[CH2:14][CH2:13][O:12][CH2:11][CH2:10]1)[NH2:5].[C:16]([CH:19]=[C:20]=[O:21])(=[O:18])[CH3:17]. Product: [F:15][C:7]1[CH:6]=[C:4]([NH:5][C:20](=[O:21])[CH2:19][C:16](=[O:18])[CH3:17])[CH:3]=[C:2]([F:1])[C:8]=1[N:9]1[CH2:14][CH2:13][O:12][CH2:11][CH2:10]1. The catalyst class is: 25. (7) Product: [CH3:30][C:22]1[CH:21]=[C:20]([NH:19][CH:2]([C:7]2[CH:11]=[C:10]([C:12]3[CH:17]=[CH:16][CH:15]=[CH:14][CH:13]=3)[O:9][C:8]=2[CH3:18])[CH2:3][CH:4]([CH3:6])[CH3:5])[CH:29]=[CH:28][C:23]=1[C:24]([OH:26])=[O:25]. The catalyst class is: 395. Reactant: Cl[CH:2]([C:7]1[CH:11]=[C:10]([C:12]2[CH:17]=[CH:16][CH:15]=[CH:14][CH:13]=2)[O:9][C:8]=1[CH3:18])[CH2:3][CH:4]([CH3:6])[CH3:5].[NH2:19][C:20]1[CH:29]=[CH:28][C:23]([C:24]([O:26]C)=[O:25])=[C:22]([CH3:30])[CH:21]=1.C(=O)([O-])[O-].[Na+].[Na+].[I-].[Na+]. (8) Reactant: O.O.[Cr:3]([O:6][Cr:3]([O-])(=[O:5])=[O:4])([O-:6])(=[O:5])=[O:4].[Na+].[Na+].[S:14](=[O:18])(=[O:17])([OH:16])[OH:15].[CH3:19][C:20]([CH3:22])=[O:21]. Product: [CH3:19][C:20]([CH3:22])=[O:21].[OH:17][S:14]([OH:18])(=[O:16])=[O:15].[O:4]=[Cr:3](=[O:6])=[O:5]. The catalyst class is: 6. (9) The catalyst class is: 4. Product: [C:19]([C:18]1[CH:21]=[CH:22][C:15]([NH:14][C:7](=[O:8])[C:6]2[CH:10]=[CH:11][CH:12]=[CH:13][C:5]=2[O:4][CH:1]([CH3:3])[CH3:2])=[CH:16][C:17]=1[C:23]([F:24])([F:25])[F:26])#[N:20]. Reactant: [CH:1]([O:4][C:5]1[CH:13]=[CH:12][CH:11]=[CH:10][C:6]=1[C:7](Cl)=[O:8])([CH3:3])[CH3:2].[NH2:14][C:15]1[CH:22]=[CH:21][C:18]([C:19]#[N:20])=[C:17]([C:23]([F:26])([F:25])[F:24])[CH:16]=1.C(N(CC)CC)C. (10) Reactant: [Br:1][C:2]1[CH:10]=[CH:9][C:5]([C:6](O)=[O:7])=[C:4]([F:11])[CH:3]=1.CN.C(Cl)CCl.[CH2:18]([N:20](CC)CC)C. Product: [Br:1][C:2]1[CH:10]=[CH:9][C:5]([C:6]([NH:20][CH3:18])=[O:7])=[C:4]([F:11])[CH:3]=1. The catalyst class is: 2.